This data is from Reaction yield outcomes from USPTO patents with 853,638 reactions. The task is: Predict the reaction yield, written as a fraction of the theoretical maximum amount of product (1.0 means a 100% yield; for example, 0.34 means a 34% yield). (1) The reactants are CN(C=O)C.[CH3:6][C:7]1([CH3:25])[CH2:11][C:10]2[C:12]([CH3:24])=[C:13]([N:18]3[CH2:23][CH2:22][NH:21][CH2:20][CH2:19]3)[C:14]([CH3:17])=[C:15]([CH3:16])[C:9]=2[O:8]1.[Cl:26][C:27]1[N:32]=[C:31]([Cl:33])[CH:30]=[CH:29][N:28]=1.C(N(CC)CC)C. The catalyst is O. The product is [Cl:26][C:27]1[N:32]=[C:31]([N:21]2[CH2:20][CH2:19][N:18]([C:13]3[C:14]([CH3:17])=[C:15]([CH3:16])[C:9]4[O:8][C:7]([CH3:25])([CH3:6])[CH2:11][C:10]=4[C:12]=3[CH3:24])[CH2:23][CH2:22]2)[CH:30]=[CH:29][N:28]=1.[Cl:33][C:31]1[CH:30]=[CH:29][N:28]=[C:27]([N:21]2[CH2:20][CH2:19][N:18]([C:13]3[C:14]([CH3:17])=[C:15]([CH3:16])[C:9]4[O:8][C:7]([CH3:25])([CH3:6])[CH2:11][C:10]=4[C:12]=3[CH3:24])[CH2:23][CH2:22]2)[N:32]=1. The yield is 0.620. (2) The reactants are C(N)C1C=CC=CC=1.C(N)C.[F:12][C:13]1[CH:20]=[CH:19][C:16]([CH2:17][NH2:18])=[CH:15][CH:14]=1.[F:21][C:22]1[CH:44]=[CH:43][C:25]([CH2:26][N:27]2[CH2:31][CH2:30][N:29]([C:32]3[CH:33]=[C:34]([CH:39]=[CH:40][N:41]=3)[C:35](OC)=[O:36])[C:28]2=[O:42])=[CH:24][CH:23]=1. No catalyst specified. The product is [F:12][C:13]1[CH:20]=[CH:19][C:16]([CH2:17][NH:18][C:35](=[O:36])[C:34]2[CH:39]=[CH:40][N:41]=[C:32]([N:29]3[CH2:30][CH2:31][N:27]([CH2:26][C:25]4[CH:24]=[CH:23][C:22]([F:21])=[CH:44][CH:43]=4)[C:28]3=[O:42])[CH:33]=2)=[CH:15][CH:14]=1. The yield is 0.500. (3) The reactants are OC1C=C(N[C:9]2[N:14]=[C:13]([NH:15][C:16]3[CH:21]=[CH:20][CH:19]=[C:18]([OH:22])[CH:17]=3)[C:12]([F:23])=[CH:11][N:10]=2)C=CC=1.[OH:24][C:25]1[C:26]([CH3:32])=[C:27]([CH:29]=[CH:30][CH:31]=1)[NH2:28].Cl[C:34]1N=C(Cl)C(F)=CN=1. No catalyst specified. The product is [OH:24][C:25]1[C:26]([CH3:32])=[C:27]([NH:28][C:9]2[N:14]=[C:13]([NH:15][C:16]3[CH:21]=[CH:20][CH:19]=[C:18]([OH:22])[C:17]=3[CH3:34])[C:12]([F:23])=[CH:11][N:10]=2)[CH:29]=[CH:30][CH:31]=1. The yield is 0.880. (4) The reactants are CC(OI1(OC(C)=O)(OC(C)=O)OC(=O)C2C=CC=CC1=2)=O.[OH:23][CH:24]([C:33]1[CH:40]=[CH:39][C:36]([CH:37]=[O:38])=[CH:35][CH:34]=1)[CH2:25][CH2:26][CH2:27][CH2:28][CH2:29][CH2:30][CH2:31][CH3:32]. The catalyst is C(Cl)Cl. The product is [C:24]([C:33]1[CH:40]=[CH:39][C:36]([CH:37]=[O:38])=[CH:35][CH:34]=1)(=[O:23])[CH2:25][CH2:26][CH2:27][CH2:28][CH2:29][CH2:30][CH2:31][CH3:32]. The yield is 0.880. (5) The reactants are [H-].[Na+].[Br:3][C:4]1[CH:5]=[C:6]2[NH:12][CH:11]=[CH:10][C:7]2=[N:8][CH:9]=1.I[CH3:14]. The catalyst is CN(C=O)C.CCOC(C)=O. The product is [Br:3][C:4]1[CH:5]=[C:6]2[N:12]([CH3:14])[CH:11]=[CH:10][C:7]2=[N:8][CH:9]=1. The yield is 0.930. (6) The reactants are [Cl:1][C:2]1[C:3]([CH3:13])=[C:4]([I:12])[C:5]([OH:11])=[C:6]([C:8](=[O:10])[CH3:9])[CH:7]=1.S(OC)(O[CH3:18])(=O)=O.C(=O)([O-])[O-].[K+].[K+]. The catalyst is CC(C)=O. The product is [Cl:1][C:2]1[C:3]([CH3:13])=[C:4]([I:12])[C:5]([O:11][CH3:18])=[C:6]([C:8](=[O:10])[CH3:9])[CH:7]=1. The yield is 0.860.